From a dataset of Reaction yield outcomes from USPTO patents with 853,638 reactions. Predict the reaction yield, written as a fraction of the theoretical maximum amount of product (1.0 means a 100% yield; for example, 0.34 means a 34% yield). (1) The reactants are C([N:20]1[CH:24]=[C:23]([C:25]2[CH:40]=[CH:39][CH:38]=[CH:37][C:26]=2[O:27][CH2:28][CH2:29][C:30]2[CH:36]=[CH:35][C:33]([NH2:34])=[CH:32][CH:31]=2)[N:22]=[CH:21]1)(C1C=CC=CC=1)(C1C=CC=CC=1)C1C=CC=CC=1.N1C=CC=CC=1.[CH2:47]([S:54](Cl)(=[O:56])=[O:55])[C:48]1[CH:53]=[CH:52][CH:51]=[CH:50][CH:49]=1. The catalyst is ClCCl. The product is [NH:20]1[CH:24]=[C:23]([C:25]2[CH:40]=[CH:39][CH:38]=[CH:37][C:26]=2[O:27][CH2:28][CH2:29][C:30]2[CH:31]=[CH:32][C:33]([NH:34][S:54]([CH2:47][C:48]3[CH:53]=[CH:52][CH:51]=[CH:50][CH:49]=3)(=[O:56])=[O:55])=[CH:35][CH:36]=2)[N:22]=[CH:21]1. The yield is 0.790. (2) The yield is 0.840. The reactants are C([C@@H]1COC(=O)N1[C@:14](CC(OC)=O)([CH2:18][C:19]1[CH:24]=[CH:23][C:22]([O:25][CH3:26])=[CH:21][C:20]=1[CH2:27][N:28]([C:34]([O:36]C(C)(C)C)=O)[CH2:29][C:30]([F:33])([F:32])[F:31])[C:15](N)=O)C1C=CC=CC=1.OO.O[Li].O.S([O-])([O-])=O.[Na+].[Na+].Cl.[CH2:58](N(CC)CC)C.[C:65]([O-:68])(O)=[O:66].[Na+].C1(P(N=[N+]=[N-])(C2C=CC=CC=2)=O)C=CC=CC=1. The catalyst is C1COCC1.O. The product is [CH3:26][O:25][C:22]1[CH:23]=[CH:24][C:19]2[CH2:18][C@@H:14]([CH2:15][C:65]([O:68][CH3:58])=[O:66])[C:34](=[O:36])[N:28]([CH2:29][C:30]([F:33])([F:32])[F:31])[CH2:27][C:20]=2[CH:21]=1. (3) The reactants are [F:1][C:2]1[CH:7]=[CH:6][C:5]([CH2:8][C:9]2[CH:18]=[C:17]3[C:12]([C:13]([OH:28])=[C:14]([C:21]([NH:23][C@@H:24]([CH3:27])[CH2:25][OH:26])=[O:22])[C:15](=[O:20])[N:16]3[CH3:19])=[N:11][CH:10]=2)=[CH:4][CH:3]=1.[OH-].[Na+:30]. No catalyst specified. The product is [F:1][C:2]1[CH:7]=[CH:6][C:5]([CH2:8][C:9]2[CH:18]=[C:17]3[C:12]([C:13]([O-:28])=[C:14]([C:21]([NH:23][C@@H:24]([CH3:27])[CH2:25][OH:26])=[O:22])[C:15](=[O:20])[N:16]3[CH3:19])=[N:11][CH:10]=2)=[CH:4][CH:3]=1.[Na+:30]. The yield is 0.720.